From a dataset of CYP1A2 inhibition data for predicting drug metabolism from PubChem BioAssay. Regression/Classification. Given a drug SMILES string, predict its absorption, distribution, metabolism, or excretion properties. Task type varies by dataset: regression for continuous measurements (e.g., permeability, clearance, half-life) or binary classification for categorical outcomes (e.g., BBB penetration, CYP inhibition). Dataset: cyp1a2_veith. (1) The drug is NC(N)=N/N=C(/c1ccccc1)c1ccc(O)cc1O. The result is 1 (inhibitor). (2) The drug is COc1ccc(CNc2ncncc2-c2ccc(C(=O)N(C)C)cc2)c(OC)c1. The result is 1 (inhibitor).